From a dataset of Reaction yield outcomes from USPTO patents with 853,638 reactions. Predict the reaction yield, written as a fraction of the theoretical maximum amount of product (1.0 means a 100% yield; for example, 0.34 means a 34% yield). The reactants are Cl[C:2]1[C:7]([C:8](=O)[CH3:9])=[CH:6][CH:5]=[CH:4][N:3]=1.O.[NH2:12][NH2:13]. The catalyst is C(O)CCC. The product is [CH3:9][C:8]1[C:7]2[C:2](=[N:3][CH:4]=[CH:5][CH:6]=2)[NH:13][N:12]=1. The yield is 0.720.